This data is from Full USPTO retrosynthesis dataset with 1.9M reactions from patents (1976-2016). The task is: Predict the reactants needed to synthesize the given product. Given the product [NH2:33][C:32]1[C:31]([C:34]#[N:35])=[C:26]([C:27]([CH3:30])([CH3:29])[CH3:28])[N:18]([CH3:17])[N:19]=1, predict the reactants needed to synthesize it. The reactants are: C1CCN2C(=NCCC2)CC1.S(O)(O)(=O)=O.[CH3:17][NH:18][NH2:19].CC(O)(C)C.Cl[C:26](=[C:31]([C:34]#[N:35])[C:32]#[N:33])[C:27]([CH3:30])([CH3:29])[CH3:28].